Dataset: Full USPTO retrosynthesis dataset with 1.9M reactions from patents (1976-2016). Task: Predict the reactants needed to synthesize the given product. (1) Given the product [Br:1][C:2]1[C:3]([CH2:23][OH:24])=[C:4]([NH:8][CH2:9][C:10]2[CH:14]=[C:13]([C:15]([CH3:16])([CH3:17])[CH3:18])[S:12][C:11]=2[C:19]([OH:21])=[O:20])[CH:5]=[CH:6][CH:7]=1, predict the reactants needed to synthesize it. The reactants are: [Br:1][C:2]1[C:3]([CH2:23][O:24][Si](C(C)(C)C)(C)C)=[C:4]([NH:8][CH2:9][C:10]2[CH:14]=[C:13]([C:15]([CH3:18])([CH3:17])[CH3:16])[S:12][C:11]=2[C:19]([O:21]C)=[O:20])[CH:5]=[CH:6][CH:7]=1.[OH-].[Li+].C1COCC1.C(O)C. (2) Given the product [Br:1][C:2]1[CH:9]=[CH:8][C:5]([CH2:6][N:17]2[CH2:22][CH2:21][S:20](=[O:24])(=[O:23])[CH2:19][CH2:18]2)=[CH:4][CH:3]=1, predict the reactants needed to synthesize it. The reactants are: [Br:1][C:2]1[CH:9]=[CH:8][C:5]([CH2:6]Br)=[CH:4][CH:3]=1.C(N(CC)CC)C.[NH:17]1[CH2:22][CH2:21][S:20](=[O:24])(=[O:23])[CH2:19][CH2:18]1.